Dataset: Full USPTO retrosynthesis dataset with 1.9M reactions from patents (1976-2016). Task: Predict the reactants needed to synthesize the given product. (1) Given the product [NH2:15][C:2]1[CH2:6][CH2:5][CH2:4][C:3]=1[C:7]([O:9][CH3:10])=[O:8], predict the reactants needed to synthesize it. The reactants are: O=[C:2]1[CH2:6][CH2:5][CH2:4][CH:3]1[C:7]([O:9][CH3:10])=[O:8].C([O-])(=O)C.[NH4+:15]. (2) Given the product [C:18]([C:13]1[C:12]2[C:16](=[CH:17][C:9]([O:8][CH2:1][C:2]3[CH:3]=[CH:4][CH:5]=[CH:6][CH:7]=3)=[CH:10][CH:11]=2)[N:15]([CH2:28][C:29]([O:31][C:32]([CH3:35])([CH3:34])[CH3:33])=[O:30])[CH:14]=1)(=[O:20])[CH3:19], predict the reactants needed to synthesize it. The reactants are: [CH2:1]([O:8][C:9]1[CH:17]=[C:16]2[C:12]([C:13]([C:18](=[O:20])[CH3:19])=[CH:14][NH:15]2)=[CH:11][CH:10]=1)[C:2]1[CH:7]=[CH:6][CH:5]=[CH:4][CH:3]=1.C(=O)([O-])[O-].[K+].[K+].Br[CH2:28][C:29]([O:31][C:32]([CH3:35])([CH3:34])[CH3:33])=[O:30].O.